Dataset: Forward reaction prediction with 1.9M reactions from USPTO patents (1976-2016). Task: Predict the product of the given reaction. (1) Given the reactants [NH2:1][C:2]1[CH:3]=[C:4]2[C:8](=[CH:9][CH:10]=1)[NH:7][CH:6]=[C:5]2[CH2:11][C:12]([O:14][CH3:15])=[O:13].[CH3:16][S:17](Cl)(=[O:19])=[O:18], predict the reaction product. The product is: [CH3:16][S:17]([NH:1][C:2]1[CH:3]=[C:4]2[C:8](=[CH:9][CH:10]=1)[NH:7][CH:6]=[C:5]2[CH2:11][C:12]([O:14][CH3:15])=[O:13])(=[O:19])=[O:18]. (2) Given the reactants O1CCCC1.[CH3:6][CH:7]([OH:10])[CH2:8][CH3:9].[H-].[Na+].[Br:13][C:14]1[N:31]([CH2:32][O:33][CH2:34][CH2:35][Si:36]([CH3:39])([CH3:38])[CH3:37])[C:17]2[CH:18]=[N:19][N:20]([CH2:23][O:24][CH2:25][CH2:26][Si:27]([CH3:30])([CH3:29])[CH3:28])[C:21](=[O:22])[C:16]=2[C:15]=1[CH2:40]Br, predict the reaction product. The product is: [Br:13][C:14]1[N:31]([CH2:32][O:33][CH2:34][CH2:35][Si:36]([CH3:39])([CH3:38])[CH3:37])[C:17]2[CH:18]=[N:19][N:20]([CH2:23][O:24][CH2:25][CH2:26][Si:27]([CH3:30])([CH3:29])[CH3:28])[C:21](=[O:22])[C:16]=2[C:15]=1[CH2:40][O:10][CH:7]([CH2:8][CH3:9])[CH3:6]. (3) Given the reactants N[C:2]1[N:7]=[CH:6][C:5]([O:8][C:9]2[CH:14]=[CH:13][C:12]([CH2:15][CH2:16][CH3:17])=[CH:11][C:10]=2[OH:18])=[CH:4][CH:3]=1.N([O-])=[O:20].[Na+].C([O-])(O)=O.[Na+], predict the reaction product. The product is: [OH:18][C:10]1[CH:11]=[C:12]([CH2:15][CH2:16][CH3:17])[CH:13]=[CH:14][C:9]=1[O:8][C:5]1[CH:4]=[CH:3][C:2]([OH:20])=[N:7][CH:6]=1. (4) The product is: [NH2:15][C:12]1[CH:11]=[CH:10][C:9]([NH:8][C:1](=[O:3])[C:30]2[CH:26]=[CH:25][C:24]([Cl:23])=[C:32]([Cl:33])[CH:31]=2)=[CH:14][CH:13]=1. Given the reactants [C:1]([NH:8][C:9]1[CH:14]=[CH:13][C:12]([NH2:15])=[CH:11][CH:10]=1)([O:3]C(C)(C)C)=O.C(N(CC)CC)C.[Cl:23][C:24]1[CH:25]=[C:26]([CH:30]=[CH:31][C:32]=1[Cl:33])C(Cl)=O, predict the reaction product.